From a dataset of Reaction yield outcomes from USPTO patents with 853,638 reactions. Predict the reaction yield, written as a fraction of the theoretical maximum amount of product (1.0 means a 100% yield; for example, 0.34 means a 34% yield). (1) The reactants are C[O:2][C:3](=[O:23])[CH:4]([C:12]1[CH:17]=[CH:16][C:15]([S:18]([CH3:21])(=[O:20])=[O:19])=[C:14]([CH3:22])[CH:13]=1)[CH2:5][CH:6]1[CH2:11][CH2:10][O:9][CH2:8][CH2:7]1.O.[OH-].[Li+]. The catalyst is O1CCCC1.C(O)C.O.S([O-])(O)(=O)=O.[K+]. The product is [CH3:21][S:18]([C:15]1[CH:16]=[CH:17][C:12]([CH:4]([CH2:5][CH:6]2[CH2:11][CH2:10][O:9][CH2:8][CH2:7]2)[C:3]([OH:23])=[O:2])=[CH:13][C:14]=1[CH3:22])(=[O:20])=[O:19]. The yield is 0.920. (2) The reactants are [C:1]1([N:7]=[N:8][C:9]2[CH:17]=[CH:16][C:12]([C:13]([OH:15])=O)=[CH:11][CH:10]=2)[CH:6]=[CH:5][CH:4]=[CH:3][CH:2]=1.[C:18]1([NH2:25])[CH:23]=[CH:22][CH:21]=[CH:20][C:19]=1[NH2:24]. No catalyst specified. The product is [NH2:24][C:19]1[CH:20]=[CH:21][CH:22]=[CH:23][C:18]=1[NH:25][C:13](=[O:15])[C:12]1[CH:11]=[CH:10][C:9]([N:8]=[N:7][C:1]2[CH:2]=[CH:3][CH:4]=[CH:5][CH:6]=2)=[CH:17][CH:16]=1. The yield is 0.820. (3) The product is [Cl:26][C:27]1[CH:32]=[CH:31][C:30]([N:33]2[C:5]([C:7]3[C:12](=[O:13])[CH:11]=[CH:10][N:9]([C:14]4[CH:19]=[CH:18][CH:17]=[C:16]([C:20]([F:23])([F:22])[F:21])[CH:15]=4)[N:8]=3)=[CH:4][CH:3]=[N:2]2)=[CH:29][CH:28]=1. The yield is 0.300. The catalyst is C(O)C. The reactants are C[N:2](C)[CH:3]=[CH:4][C:5]([C:7]1[C:12](=[O:13])[CH:11]=[CH:10][N:9]([C:14]2[CH:19]=[CH:18][CH:17]=[C:16]([C:20]([F:23])([F:22])[F:21])[CH:15]=2)[N:8]=1)=O.Cl.[Cl:26][C:27]1[CH:32]=[CH:31][C:30]([NH:33]N)=[CH:29][CH:28]=1.CCN(CC)CC. (4) The reactants are [F:1][C:2]1[N:6]([CH3:7])[N:5]=[C:4]([CH3:8])[C:3]=1[C:9](Cl)=[O:10].[CH:12]1([NH:15][C@@H:16]2[CH2:21][CH2:20][CH2:19][CH2:18][C@@H:17]2[C:22]2[CH:27]=[CH:26][CH:25]=[CH:24][CH:23]=2)[CH2:14][CH2:13]1.C(N(CC)CC)C. The product is [CH:12]1([N:15]([C@@H:16]2[CH2:21][CH2:20][CH2:19][CH2:18][C@@H:17]2[C:22]2[CH:23]=[CH:24][CH:25]=[CH:26][CH:27]=2)[C:9]([C:3]2[C:4]([CH3:8])=[N:5][N:6]([CH3:7])[C:2]=2[F:1])=[O:10])[CH2:13][CH2:14]1. The catalyst is O1CCCC1. The yield is 0.460.